Dataset: Forward reaction prediction with 1.9M reactions from USPTO patents (1976-2016). Task: Predict the product of the given reaction. (1) Given the reactants C(N(CC)CC)C.[CH3:8][C:9]1[N:14]=[CH:13][C:12]([CH2:15]O)=[CH:11][CH:10]=1.S([Cl:21])(C)(=O)=O.C([O-])(O)=O.[Na+], predict the reaction product. The product is: [Cl:21][CH2:15][C:12]1[CH:11]=[CH:10][C:9]([CH3:8])=[N:14][CH:13]=1. (2) The product is: [C:1]([C:3]1[CH:8]=[CH:7][C:6]([N:9]2[C:13](=[O:14])[C:12]([CH3:16])([CH3:15])[N:11]([C:17]3[CH:25]=[CH:24][C:20]([C:21]([OH:23])=[O:22])=[C:19]([F:26])[CH:18]=3)[C:10]2=[O:33])=[CH:5][C:4]=1[C:28]([F:31])([F:30])[F:29])#[N:2]. Given the reactants [C:1]([C:3]1[CH:8]=[CH:7][C:6]([N:9]2[C:13](=[O:14])[C:12]([CH3:16])([CH3:15])[N:11]([C:17]3[CH:25]=[CH:24][C:20]([C:21]([OH:23])=[O:22])=[C:19]([F:26])[CH:18]=3)[C:10]2=S)=[CH:5][C:4]=1[C:28]([F:31])([F:30])[F:29])#[N:2].S(Cl)(Cl)=[O:33], predict the reaction product. (3) Given the reactants [CH:1](/[C:4]1[N:8]([C:9]2[CH:14]=[CH:13][C:12]([C:15]([NH:17][CH2:18][C:19]([F:22])([F:21])[F:20])=[O:16])=[CH:11][CH:10]=2)[N:7]=[N:6][C:5]=1[C:23](O)=[O:24])=[CH:2]\[CH3:3].[CH:26]1([NH2:29])[CH2:28][CH2:27]1.C1C=CC2N(O)N=NC=2C=1.CCN=C=NCCCN(C)C, predict the reaction product. The product is: [CH:26]1([NH:29][C:23]([C:5]2[N:6]=[N:7][N:8]([C:9]3[CH:14]=[CH:13][C:12]([C:15]([NH:17][CH2:18][C:19]([F:20])([F:21])[F:22])=[O:16])=[CH:11][CH:10]=3)[C:4]=2/[CH:1]=[CH:2]/[CH3:3])=[O:24])[CH2:28][CH2:27]1.